Predict the product of the given reaction. From a dataset of Forward reaction prediction with 1.9M reactions from USPTO patents (1976-2016). The product is: [Cl:1][C:2]1[CH:8]=[C:7]([N+:9]([O-:11])=[O:10])[C:5]([NH:6][CH3:18])=[C:4]([O:12][CH3:13])[CH:3]=1. Given the reactants [Cl:1][C:2]1[CH:8]=[C:7]([N+:9]([O-:11])=[O:10])[C:5]([NH2:6])=[C:4]([O:12][CH3:13])[CH:3]=1.[H-].[Na+].CI.[C:18]([O-])(O)=O.[Na+], predict the reaction product.